Dataset: NCI-60 drug combinations with 297,098 pairs across 59 cell lines. Task: Regression. Given two drug SMILES strings and cell line genomic features, predict the synergy score measuring deviation from expected non-interaction effect. Drug 1: COC1=C(C=C2C(=C1)N=CN=C2NC3=CC(=C(C=C3)F)Cl)OCCCN4CCOCC4. Drug 2: CC1=C(C=C(C=C1)C(=O)NC2=CC(=CC(=C2)C(F)(F)F)N3C=C(N=C3)C)NC4=NC=CC(=N4)C5=CN=CC=C5. Cell line: HT29. Synergy scores: CSS=26.6, Synergy_ZIP=5.17, Synergy_Bliss=6.58, Synergy_Loewe=3.54, Synergy_HSA=2.76.